Dataset: Reaction yield outcomes from USPTO patents with 853,638 reactions. Task: Predict the reaction yield, written as a fraction of the theoretical maximum amount of product (1.0 means a 100% yield; for example, 0.34 means a 34% yield). The reactants are FC(F)(F)C(O)=O.[CH2:8]([O:28][C:29]([CH3:38])([CH3:37])[C:30]([O:32]C(C)(C)C)=[O:31])[CH2:9][CH2:10][CH2:11]/[CH:12]=[CH:13]\[CH2:14]/[CH:15]=[CH:16]\[CH2:17]/[CH:18]=[CH:19]\[CH2:20]/[CH:21]=[CH:22]\[CH2:23]/[CH:24]=[CH:25]\[CH2:26][CH3:27].O. The catalyst is ClCCl.CCCCCCC. The product is [CH2:8]([O:28][C:29]([CH3:37])([CH3:38])[C:30]([OH:32])=[O:31])[CH2:9][CH2:10][CH2:11]/[CH:12]=[CH:13]\[CH2:14]/[CH:15]=[CH:16]\[CH2:17]/[CH:18]=[CH:19]\[CH2:20]/[CH:21]=[CH:22]\[CH2:23]/[CH:24]=[CH:25]\[CH2:26][CH3:27]. The yield is 0.0800.